From a dataset of Full USPTO retrosynthesis dataset with 1.9M reactions from patents (1976-2016). Predict the reactants needed to synthesize the given product. (1) Given the product [OH:16][C:14]1[C:13]([NH:17][C:18](=[O:32])[CH:19]([C:26]2[CH:27]=[CH:28][CH:29]=[CH:30][CH:31]=2)[C:20]2[CH:25]=[CH:24][CH:23]=[CH:22][CH:21]=2)=[CH:12][N:11]=[C:10]([CH2:9][OH:8])[N:15]=1, predict the reactants needed to synthesize it. The reactants are: C([O:8][CH2:9][C:10]1[N:15]=[C:14]([OH:16])[C:13]([NH:17][C:18](=[O:32])[CH:19]([C:26]2[CH:31]=[CH:30][CH:29]=[CH:28][CH:27]=2)[C:20]2[CH:25]=[CH:24][CH:23]=[CH:22][CH:21]=2)=[CH:12][N:11]=1)C1C=CC=CC=1. (2) Given the product [NH2:18][C:17]1[S:6][C:7]([CH3:20])=[C:8]([CH3:4])[C:16]=1[C:14]([C:11]1[CH:12]=[CH:13][S:9][CH:10]=1)=[O:15], predict the reactants needed to synthesize it. The reactants are: C([C:4]1[CH:8]=[CH:7][S:6]C=1)(=O)C.[S:9]1[CH:13]=[CH:12][C:11]([C:14]([CH2:16][C:17]#[N:18])=[O:15])=[CH:10]1.N1CCOC[CH2:20]1.[S]. (3) The reactants are: [Si]([O:8][C@H:9]1[CH2:18][C:17]([CH3:20])([CH3:19])[CH2:16][C:15]2[N:14]=[C:13]([CH:21]([CH3:23])[CH3:22])[C:12]([CH2:24][OH:25])=[C:11]([I:26])[C:10]1=2)(C(C)(C)C)(C)C.[F-].C([N+](CCCC)(CCCC)CCCC)CCC. Given the product [OH:25][CH2:24][C:12]1[C:13]([CH:21]([CH3:23])[CH3:22])=[N:14][C:15]2[CH2:16][C:17]([CH3:19])([CH3:20])[CH2:18][C@H:9]([OH:8])[C:10]=2[C:11]=1[I:26], predict the reactants needed to synthesize it. (4) Given the product [CH3:8][O:9][C:10]1[CH:11]=[CH:12][C:13]([C:16]2[CH:17]=[CH:18][C:19]([S:22]([NH:25][CH:26]([CH2:31][CH:32]([OH:34])[CH2:33][S:1][C:2]3[N:7]=[CH:6][CH:5]=[CH:4][N:3]=3)[C:27]([OH:29])=[O:28])(=[O:23])=[O:24])=[CH:20][CH:21]=2)=[CH:14][CH:15]=1, predict the reactants needed to synthesize it. The reactants are: [SH:1][C:2]1[N:7]=[CH:6][CH:5]=[CH:4][N:3]=1.[CH3:8][O:9][C:10]1[CH:15]=[CH:14][C:13]([C:16]2[CH:21]=[CH:20][C:19]([S:22]([NH:25][CH:26]([CH2:31][CH:32]3[O:34][CH2:33]3)[C:27]([O:29]C)=[O:28])(=[O:24])=[O:23])=[CH:18][CH:17]=2)=[CH:12][CH:11]=1. (5) The reactants are: [CH3:1][O:2][NH:3][CH:4]([C@@H:6]1[CH2:8][C@H:7]1[C:9]1[C:13]([Cl:14])=[C:12]([Cl:15])[S:11][C:10]=1[Cl:16])[CH3:5].C(N(CC)CC)C.[CH3:24][N:25]1[CH:29]=[C:28]([C:30](Cl)=[O:31])[C:27]([C:33]([F:36])([F:35])[F:34])=[N:26]1. Given the product [CH3:1][O:2][N:3]([CH:4]([C@@H:6]1[CH2:8][C@H:7]1[C:9]1[C:13]([Cl:14])=[C:12]([Cl:15])[S:11][C:10]=1[Cl:16])[CH3:5])[C:30]([C:28]1[C:27]([C:33]([F:36])([F:35])[F:34])=[N:26][N:25]([CH3:24])[CH:29]=1)=[O:31], predict the reactants needed to synthesize it. (6) Given the product [ClH:26].[ClH:26].[NH2:17][C@H:14]1[CH2:15][CH2:16][N:12]([C:9]2[CH:8]=[CH:7][C:6]([S:3]([N:2]([CH3:25])[CH3:1])(=[O:4])=[O:5])=[CH:11][CH:10]=2)[CH2:13]1, predict the reactants needed to synthesize it. The reactants are: [CH3:1][N:2]([CH3:25])[S:3]([C:6]1[CH:11]=[CH:10][C:9]([N:12]2[CH2:16][CH2:15][C@H:14]([NH:17]C(=O)OC(C)(C)C)[CH2:13]2)=[CH:8][CH:7]=1)(=[O:5])=[O:4].[ClH:26]. (7) Given the product [CH:78]([N:64]([CH:61]([CH3:63])[CH3:62])[P:65]([O:66][CH2:67][CH2:68][C:69]#[N:70])[O:48][C@H:46]([CH3:47])[C@H:20]([CH2:19][N:14]1[CH:13]=[N:12][C:11]2[C:15]1=[N:16][CH:17]=[N:18][C:10]=2[NH:9][C:1](=[O:8])[C:2]1[CH:7]=[CH:6][CH:5]=[CH:4][CH:3]=1)[CH2:21][O:22][C:23]([C:38]1[CH:39]=[CH:40][C:41]([O:44][CH3:45])=[CH:42][CH:43]=1)([C:30]1[CH:31]=[CH:32][C:33]([O:36][CH3:37])=[CH:34][CH:35]=1)[C:24]1[CH:29]=[CH:28][CH:27]=[CH:26][CH:25]=1)([CH3:80])[CH3:79], predict the reactants needed to synthesize it. The reactants are: [C:1]([NH:9][C:10]1[N:18]=[CH:17][N:16]=[C:15]2[C:11]=1[N:12]=[CH:13][N:14]2[CH2:19][C@@H:20]([C@H:46]([OH:48])[CH3:47])[CH2:21][O:22][C:23]([C:38]1[CH:43]=[CH:42][C:41]([O:44][CH3:45])=[CH:40][CH:39]=1)([C:30]1[CH:35]=[CH:34][C:33]([O:36][CH3:37])=[CH:32][CH:31]=1)[C:24]1[CH:29]=[CH:28][CH:27]=[CH:26][CH:25]=1)(=[O:8])[C:2]1[CH:7]=[CH:6][CH:5]=[CH:4][CH:3]=1.N1[C-]=NN=N1.C([NH2+]C(C)C)(C)C.[CH:61]([N:64]([CH:78]([CH3:80])[CH3:79])[P:65](N(C(C)C)C(C)C)[O:66][CH2:67][CH2:68][C:69]#[N:70])([CH3:63])[CH3:62]. (8) Given the product [OH:18][CH2:17][CH2:19][NH:20][C:2]1[C:7]([N+:8]([O-:10])=[O:9])=[CH:6][CH:5]=[CH:4][C:3]=1[S:11]([N:14]([CH3:16])[CH3:15])(=[O:13])=[O:12], predict the reactants needed to synthesize it. The reactants are: Cl[C:2]1[C:7]([N+:8]([O-:10])=[O:9])=[CH:6][CH:5]=[CH:4][C:3]=1[S:11]([N:14]([CH3:16])[CH3:15])(=[O:13])=[O:12].[CH2:17]([CH2:19][NH2:20])[OH:18]. (9) Given the product [CH3:30][N:16]([CH3:15])[CH2:17][CH2:18][CH2:19][C:20]1[C:25]([O:26][CH2:27][CH2:28][O:29][C:2]2[C:7]([N:8]3[CH2:13][CH2:12][NH:11][CH2:10][C@H:9]3[CH3:14])=[N:6][CH:5]=[CH:4][N:3]=2)=[CH:24][CH:23]=[CH:22][N:21]=1, predict the reactants needed to synthesize it. The reactants are: Cl[C:2]1[C:7]([N:8]2[CH2:13][CH2:12][NH:11][CH2:10][C@H:9]2[CH3:14])=[N:6][CH:5]=[CH:4][N:3]=1.[CH3:15][N:16]([CH3:30])[CH2:17][CH2:18][CH2:19][C:20]1[C:25]([O:26][CH2:27][CH2:28][OH:29])=[CH:24][CH:23]=[CH:22][N:21]=1. (10) Given the product [C:44]([O:43][C:41]([N:24]([CH2:25][C@@H:26]([C:34]1[CH:39]=[CH:38][CH:37]=[C:36]([Cl:40])[CH:35]=1)[O:27][CH:28]1[CH2:33][CH2:32][CH2:31][CH2:30][O:29]1)[CH2:23][CH2:22][C:19]1[CH:18]=[CH:17][C:16]([S:13]([C:10]2[CH:11]=[CH:12][C:2]([NH:1][CH2:51][CH2:52][O:53][CH:54]3[CH2:59][CH2:58][CH2:57][CH2:56][O:55]3)=[C:3]([CH:9]=2)[C:4]([O:6][CH2:7][CH3:8])=[O:5])(=[O:15])=[O:14])=[CH:21][CH:20]=1)=[O:42])([CH3:46])([CH3:45])[CH3:47], predict the reactants needed to synthesize it. The reactants are: [NH2:1][C:2]1[CH:12]=[CH:11][C:10]([S:13]([C:16]2[CH:21]=[CH:20][C:19]([CH2:22][CH2:23][N:24]([C:41]([O:43][C:44]([CH3:47])([CH3:46])[CH3:45])=[O:42])[CH2:25][C@@H:26]([C:34]3[CH:39]=[CH:38][CH:37]=[C:36]([Cl:40])[CH:35]=3)[O:27][CH:28]3[CH2:33][CH2:32][CH2:31][CH2:30][O:29]3)=[CH:18][CH:17]=2)(=[O:15])=[O:14])=[CH:9][C:3]=1[C:4]([O:6][CH2:7][CH3:8])=[O:5].[H-].[Na+].I[CH2:51][CH2:52][O:53][CH:54]1[CH2:59][CH2:58][CH2:57][CH2:56][O:55]1.O.